This data is from Reaction yield outcomes from USPTO patents with 853,638 reactions. The task is: Predict the reaction yield, written as a fraction of the theoretical maximum amount of product (1.0 means a 100% yield; for example, 0.34 means a 34% yield). (1) The product is [NH:8]([C:9]1[C:10](=[O:25])[N:11]([CH2:23][CH3:24])[N:12]=[C:13]([C:17]2[CH:18]=[CH:19][CH:20]=[CH:21][CH:22]=2)[C:14]=1[CH2:15][CH3:16])[C:4]1[CH:3]=[CH:2][CH:7]=[CH:6][CH:5]=1. The reactants are Cl[C:2]1[CH:3]=[C:4]([NH:8][C:9]2[C:10](=[O:25])[N:11]([CH2:23][CH3:24])[N:12]=[C:13]([C:17]3[CH:22]=[CH:21][CH:20]=[CH:19][CH:18]=3)[C:14]=2[CH:15]=[CH2:16])[CH:5]=[CH:6][CH:7]=1. The yield is 0.710. The catalyst is [Pd].C(O)C. (2) The reactants are Cl.[CH3:2][O:3][C:4]1[CH:11]=[CH:10][C:7]([CH2:8]Cl)=[CH:6][CH:5]=1.[NH2:12][C@H:13]([C:16]([OH:18])=[O:17])[CH2:14][SH:15].[OH-].[Na+]. The yield is 0.640. The catalyst is C(OCC)C.C(O)C. The product is [NH2:12][C@@H:13]([CH2:14][S:15][CH2:8][C:7]1[CH:10]=[CH:11][C:4]([O:3][CH3:2])=[CH:5][CH:6]=1)[C:16]([OH:18])=[O:17]. (3) The catalyst is C1COCC1. The product is [CH3:17][C:16]([CH3:19])([CH3:18])[O:15][C:13](=[O:14])[CH2:12][CH2:11][O:10][CH2:9][CH2:8][O:7][CH2:6][CH2:5][O:4][CH2:3][CH2:2][O:1][C:40]1[CH:41]=[C:42]([CH:47]=[CH:48][CH:49]=1)[C:43]([O:45][CH3:46])=[O:44]. The yield is 0.850. The reactants are [OH:1][CH2:2][CH2:3][O:4][CH2:5][CH2:6][O:7][CH2:8][CH2:9][O:10][CH2:11][CH2:12][C:13]([O:15][C:16]([CH3:19])([CH3:18])[CH3:17])=[O:14].C1(P(C2C=CC=CC=2)C2C=CC=CC=2)C=CC=CC=1.O[C:40]1[CH:41]=[C:42]([CH:47]=[CH:48][CH:49]=1)[C:43]([O:45][CH3:46])=[O:44].N(C(OC(C)C)=O)=NC(OC(C)C)=O. (4) The reactants are I.[NH2:2][C:3]1[C:4]([C:11]([NH:13][C:14](=[NH:17])SC)=[O:12])=[N:5][C:6]([Cl:10])=[C:7]([NH2:9])[N:8]=1.[CH3:18][O:19][C:20]1[CH:25]=[C:24]([O:26][CH3:27])[CH:23]=[CH:22][C:21]=1[CH2:28][CH2:29][CH2:30][CH2:31][NH2:32]. The product is [ClH:10].[CH3:18][O:19][C:20]1[CH:25]=[C:24]([O:26][CH3:27])[CH:23]=[CH:22][C:21]=1[CH2:28][CH2:29][CH2:30][CH2:31][NH:32][C:14]([NH:13][C:11]([C:4]1[C:3]([NH2:2])=[N:8][C:7]([NH2:9])=[C:6]([Cl:10])[N:5]=1)=[O:12])=[NH:17]. The catalyst is C1COCC1. The yield is 0.900.